This data is from Forward reaction prediction with 1.9M reactions from USPTO patents (1976-2016). The task is: Predict the product of the given reaction. The product is: [F:1][C:2]1[C:10]2[C:5](=[CH:6][CH:7]=[C:8]([C:34]3[CH2:39][CH2:38][N:37]([CH2:40][CH2:41][N:42]([CH3:43])[C:44](=[O:45])[O:46][C:47]([CH3:48])([CH3:49])[CH3:50])[CH2:36][CH:35]=3)[CH:9]=2)[NH:4][C:3]=1[C:20]1[CH:25]=[CH:24][CH:23]=[CH:22][C:21]=1[O:26][CH3:27]. Given the reactants [F:1][C:2]1[C:10]2[C:5](=[CH:6][CH:7]=[C:8](B3OC(C)(C)C(C)(C)O3)[CH:9]=2)[NH:4][C:3]=1[C:20]1[CH:25]=[CH:24][CH:23]=[CH:22][C:21]=1[O:26][CH3:27].FC(F)(F)S(O[C:34]1[CH2:35][CH2:36][N:37]([CH2:40][CH2:41][N:42]([C:44]([O:46][C:47]([CH3:50])([CH3:49])[CH3:48])=[O:45])[CH3:43])[CH2:38][CH:39]=1)(=O)=O.C(=O)([O-])[O-].[Cs+].[Cs+], predict the reaction product.